Dataset: Forward reaction prediction with 1.9M reactions from USPTO patents (1976-2016). Task: Predict the product of the given reaction. (1) Given the reactants [N+:1]([C:4]1[CH:12]=[CH:11][CH:10]=[C:9]2[C:5]=1[CH:6]=[CH:7][N:8]2[C:13]1[CH:18]=[CH:17][N:16]=[C:15]([NH:19][C@H:20]2[CH2:25][CH2:24][C@H:23]([OH:26])[CH2:22][CH2:21]2)[N:14]=1)([O-])=O.CCO.[Cl-].[NH4+], predict the reaction product. The product is: [NH2:1][C:4]1[CH:12]=[CH:11][CH:10]=[C:9]2[C:5]=1[CH:6]=[CH:7][N:8]2[C:13]1[CH:18]=[CH:17][N:16]=[C:15]([NH:19][C@H:20]2[CH2:21][CH2:22][C@H:23]([OH:26])[CH2:24][CH2:25]2)[N:14]=1. (2) The product is: [Cl:1][C:2]1[CH:7]=[CH:6][C:5]([C:8]2[CH:13]=[N:12][N:11]3[C:14](=[O:17])[N:15]([CH2:33][CH2:34][N:35]4[CH2:40][CH2:39][O:38][CH2:37][CH2:36]4)[N:16]=[C:10]3[C:9]=2[C:18]2[CH:23]=[CH:22][C:21]([Cl:24])=[CH:20][CH:19]=2)=[CH:4][CH:3]=1. Given the reactants [Cl:1][C:2]1[CH:7]=[CH:6][C:5]([C:8]2[CH:13]=[N:12][N:11]3[C:14](=[O:17])[NH:15][N:16]=[C:10]3[C:9]=2[C:18]2[CH:23]=[CH:22][C:21]([Cl:24])=[CH:20][CH:19]=2)=[CH:4][CH:3]=1.C([O-])([O-])=O.[Cs+].[Cs+].Cl.Cl[CH2:33][CH2:34][N:35]1[CH2:40][CH2:39][O:38][CH2:37][CH2:36]1, predict the reaction product.